From a dataset of Reaction yield outcomes from USPTO patents with 853,638 reactions. Predict the reaction yield, written as a fraction of the theoretical maximum amount of product (1.0 means a 100% yield; for example, 0.34 means a 34% yield). The product is [CH3:1][O:2][C:3]1[CH:4]=[CH:5][CH:6]=[C:7]2[C:12]=1[CH:11]=[C:10]([C:13]([OH:21])=[O:15])[CH:9]=[CH:8]2. The catalyst is C(O)C. The yield is 0.990. The reactants are [CH3:1][O:2][C:3]1[CH:4]=[CH:5][CH:6]=[C:7]2[C:12]=1[CH:11]=[C:10]([C:13]#N)[CH:9]=[CH:8]2.[OH-:15].[K+].Cl.C(O)C.[OH2:21].